Dataset: Full USPTO retrosynthesis dataset with 1.9M reactions from patents (1976-2016). Task: Predict the reactants needed to synthesize the given product. (1) Given the product [Cl:1][C:2]1[C:7]([C:8]([NH:10][CH2:11][C:12]2[CH:17]=[CH:16][CH:15]=[C:14]([F:18])[CH:13]=2)=[O:9])=[C:6]([CH3:19])[CH:5]=[C:4]([N:35]([CH:31]2[CH2:32][CH2:33][CH2:34][CH:29]([O:28][CH3:27])[CH2:30]2)[CH3:36])[N:3]=1, predict the reactants needed to synthesize it. The reactants are: [Cl:1][C:2]1[C:7]([C:8]([NH:10][CH2:11][C:12]2[CH:17]=[CH:16][CH:15]=[C:14]([F:18])[CH:13]=2)=[O:9])=[C:6]([CH3:19])[CH:5]=[C:4](Cl)[N:3]=1.C([O-])([O-])=O.[K+].[K+].[CH3:27][O:28][CH:29]1[CH2:34][CH2:33][CH2:32][CH:31]([NH:35][CH3:36])[CH2:30]1.O. (2) The reactants are: [F:1][C:2]([F:38])([F:37])[O:3][C:4]1[CH:9]=[CH:8][C:7]([N:10]2[CH:14]=[N:13][C:12]([C:15]3[CH:36]=[CH:35][C:18]([CH2:19][NH:20][O:21][C@H:22]4[C@H:27]([O:28][CH3:29])[C@H:26]([O:30][CH3:31])[C@@H:25]([O:32][CH3:33])[C@H:24]([CH3:34])[O:23]4)=[CH:17][CH:16]=3)=[N:11]2)=[CH:6][CH:5]=1.[C:39](Cl)(=[O:41])[CH3:40]. Given the product [F:38][C:2]([F:1])([F:37])[O:3][C:4]1[CH:9]=[CH:8][C:7]([N:10]2[CH:14]=[N:13][C:12]([C:15]3[CH:36]=[CH:35][C:18]([CH2:19][N:20]([O:21][C@H:22]4[C@H:27]([O:28][CH3:29])[C@H:26]([O:30][CH3:31])[C@@H:25]([O:32][CH3:33])[C@H:24]([CH3:34])[O:23]4)[C:39](=[O:41])[CH3:40])=[CH:17][CH:16]=3)=[N:11]2)=[CH:6][CH:5]=1, predict the reactants needed to synthesize it. (3) Given the product [N+:1]([C:4]1[CH:9]=[CH:8][C:7]([NH:10][CH:11]([CH2:15][CH2:16][CH2:17][CH2:18][NH:19][C:20]2[CH:21]=[CH:22][C:23]([N+:26]([O-:28])=[O:27])=[CH:24][CH:25]=2)[C:12]([O:14][CH2:34][CH3:35])=[O:13])=[CH:6][CH:5]=1)([O-:3])=[O:2], predict the reactants needed to synthesize it. The reactants are: [N+:1]([C:4]1[CH:9]=[CH:8][C:7]([NH:10][CH:11]([CH2:15][CH2:16][CH2:17][CH2:18][NH:19][C:20]2[CH:25]=[CH:24][C:23]([N+:26]([O-:28])=[O:27])=[CH:22][CH:21]=2)[C:12]([OH:14])=[O:13])=[CH:6][CH:5]=1)([O-:3])=[O:2].S(=O)(=O)(O)O.[CH2:34](O)[CH3:35]. (4) Given the product [CH3:16][C:17]1[CH:22]=[CH:21][CH:20]=[CH:19][C:18]=1[S:23]([NH:1][C:2]1[CH:3]=[CH:4][CH:5]=[C:6]2[C:14]=1[NH:13][C:12]1[C:11](=[O:15])[CH2:10][CH2:9][CH2:8][C:7]2=1)(=[O:25])=[O:24], predict the reactants needed to synthesize it. The reactants are: [NH2:1][C:2]1[CH:3]=[CH:4][CH:5]=[C:6]2[C:14]=1[NH:13][C:12]1[C:11](=[O:15])[CH2:10][CH2:9][CH2:8][C:7]2=1.[CH3:16][C:17]1[CH:22]=[CH:21][CH:20]=[CH:19][C:18]=1[S:23](Cl)(=[O:25])=[O:24]. (5) Given the product [CH3:43][C:6]1[NH:8][C:10]2[C:11]([C:38]=1[C:32]1[CH:37]=[CH:36][CH:35]=[CH:34][CH:33]=1)=[CH:12][C:13]([O:16][C:17]1[CH:22]=[CH:21][C:20]([O:23][CH:24]3[CH:29]4[CH2:28][CH2:27][N:26]([CH2:31][CH2:30]4)[CH2:25]3)=[CH:19][CH:18]=1)=[CH:14][CH:15]=2, predict the reactants needed to synthesize it. The reactants are: C(O[C:6]([N:8]([C:10]1[CH:15]=[CH:14][C:13]([O:16][C:17]2[CH:22]=[CH:21][C:20]([O:23][CH:24]3[CH:29]4[CH2:30][CH2:31][N:26]([CH2:27][CH2:28]4)[CH2:25]3)=[CH:19][CH:18]=2)=[CH:12][CH:11]=1)N)=O)(C)(C)C.[C:32]1([C:38](=O)CC)[CH:37]=[CH:36][CH:35]=[CH:34][CH:33]=1.Cl.[CH3:43]CO.